From a dataset of Forward reaction prediction with 1.9M reactions from USPTO patents (1976-2016). Predict the product of the given reaction. (1) Given the reactants C([N:8]1[CH2:12][CH2:11][C:10]([C:20]2[CH:21]=[C:22]3[CH:28]=[CH:27][NH:26][C:23]3=[N:24][CH:25]=2)([CH2:13][C:14]2[CH:19]=[CH:18][CH:17]=[CH:16][CH:15]=2)[CH2:9]1)C1C=CC=CC=1, predict the reaction product. The product is: [CH2:13]([C:10]1([C:20]2[CH:21]=[C:22]3[CH:28]=[CH:27][NH:26][C:23]3=[N:24][CH:25]=2)[CH2:11][CH2:12][NH:8][CH2:9]1)[C:14]1[CH:15]=[CH:16][CH:17]=[CH:18][CH:19]=1. (2) Given the reactants [C:1](=[O:3])=[O:2].[C:4]([OH:16])(=[O:15])[CH2:5][C:6]([CH2:11][C:12]([OH:14])=[O:13])([C:8]([OH:10])=[O:9])[OH:7].C(=O)(O)[O-].[Na+:21], predict the reaction product. The product is: [C:1](=[O:3])=[O:2].[C:4]([O-:16])(=[O:15])[CH2:5][C:6]([CH2:11][C:12]([O-:14])=[O:13])([C:8]([O-:10])=[O:9])[OH:7].[Na+:21].[Na+:21].[Na+:21].